Regression. Given a peptide amino acid sequence and an MHC pseudo amino acid sequence, predict their binding affinity value. This is MHC class I binding data. From a dataset of Peptide-MHC class I binding affinity with 185,985 pairs from IEDB/IMGT. (1) The peptide sequence is NMLSTVLGV. The MHC is HLA-A02:01 with pseudo-sequence HLA-A02:01. The binding affinity (normalized) is 0.721. (2) The peptide sequence is LVGNTLTTC. The MHC is HLA-A25:01 with pseudo-sequence HLA-A25:01. The binding affinity (normalized) is 0.0847. (3) The peptide sequence is EHYVRITGL. The MHC is HLA-A31:01 with pseudo-sequence HLA-A31:01. The binding affinity (normalized) is 0.0847. (4) The peptide sequence is PVYISQFSYK. The MHC is HLA-A11:01 with pseudo-sequence HLA-A11:01. The binding affinity (normalized) is 0.727. (5) The peptide sequence is LTAGFLIFL. The MHC is HLA-B54:01 with pseudo-sequence HLA-B54:01. The binding affinity (normalized) is 0. (6) The peptide sequence is SYFVASFRLF. The MHC is HLA-B44:03 with pseudo-sequence HLA-B44:03. The binding affinity (normalized) is 0.424. (7) The peptide sequence is TSNPKTPKY. The MHC is HLA-A03:01 with pseudo-sequence HLA-A03:01. The binding affinity (normalized) is 0.342. (8) The peptide sequence is RLASSVFDL. The MHC is HLA-A02:01 with pseudo-sequence HLA-A02:01. The binding affinity (normalized) is 0.602. (9) The peptide sequence is STNTLPTEY. The MHC is HLA-B57:01 with pseudo-sequence HLA-B57:01. The binding affinity (normalized) is 0.0847.